From a dataset of Reaction yield outcomes from USPTO patents with 853,638 reactions. Predict the reaction yield, written as a fraction of the theoretical maximum amount of product (1.0 means a 100% yield; for example, 0.34 means a 34% yield). (1) The reactants are [CH:1]1([CH:7]([C:9]2[C:10]([O:25][CH:26]([CH3:28])[CH3:27])=[N:11][N:12]([C:14]3[CH:19]=[CH:18][C:17]([O:20][C:21]([F:24])([F:23])[F:22])=[CH:16][CH:15]=3)[CH:13]=2)O)[CH2:6][CH2:5][CH2:4][CH2:3][CH2:2]1.[NH2:29][C:30]1[CH:35]=[CH:34][C:33]([C:36]([NH:38][CH2:39][CH2:40][C:41]([O:43]CC)=[O:42])=[O:37])=[CH:32][CH:31]=1. No catalyst specified. The product is [CH:1]1([CH:7]([NH:29][C:30]2[CH:31]=[CH:32][C:33]([C:36]([NH:38][CH2:39][CH2:40][C:41]([OH:43])=[O:42])=[O:37])=[CH:34][CH:35]=2)[C:9]2[C:10]([O:25][CH:26]([CH3:27])[CH3:28])=[N:11][N:12]([C:14]3[CH:19]=[CH:18][C:17]([O:20][C:21]([F:22])([F:23])[F:24])=[CH:16][CH:15]=3)[CH:13]=2)[CH2:2][CH2:3][CH2:4][CH2:5][CH2:6]1. The yield is 0.360. (2) The reactants are [CH:1]([C:4]1[N:5]=[C:6]([C:9]2[CH:18]=[C:17](O)[C:16]3[C:11](=[C:12]([CH3:22])[C:13]([O:20][CH3:21])=[CH:14][CH:15]=3)[N:10]=2)[S:7][CH:8]=1)([CH3:3])[CH3:2].P(Cl)(Cl)([Cl:25])=O.[OH-].[Na+]. The product is [CH:1]([C:4]1[N:5]=[C:6]([C:9]2[CH:18]=[C:17]([Cl:25])[C:16]3[C:11](=[C:12]([CH3:22])[C:13]([O:20][CH3:21])=[CH:14][CH:15]=3)[N:10]=2)[S:7][CH:8]=1)([CH3:3])[CH3:2]. No catalyst specified. The yield is 0.910.